From a dataset of Full USPTO retrosynthesis dataset with 1.9M reactions from patents (1976-2016). Predict the reactants needed to synthesize the given product. (1) Given the product [CH:2]1([CH:8]2[CH2:13][CH2:12][CH2:11][N:10]([CH2:14][C@H:15]3[CH2:20][CH2:19][CH2:18][CH2:17][C@@H:16]3[NH:21][C:31](=[O:32])[C:30]3[CH:34]=[CH:35][C:27]([N:22]4[CH:26]=[CH:25][CH:24]=[N:23]4)=[N:28][CH:29]=3)[CH2:9]2)[CH2:3][CH2:4][CH2:5][CH2:6][CH2:7]1, predict the reactants needed to synthesize it. The reactants are: Cl.[CH:2]1([CH:8]2[CH2:13][CH2:12][CH2:11][N:10]([CH2:14][C@H:15]3[CH2:20][CH2:19][CH2:18][CH2:17][C@@H:16]3[NH2:21])[CH2:9]2)[CH2:7][CH2:6][CH2:5][CH2:4][CH2:3]1.[N:22]1([C:27]2[CH:35]=[CH:34][C:30]([C:31](O)=[O:32])=[CH:29][N:28]=2)[CH:26]=[CH:25][CH:24]=[N:23]1.CN(C(ON1N=NC2C=CC=NC1=2)=[N+](C)C)C.F[P-](F)(F)(F)(F)F.C(N(C(C)C)CC)(C)C. (2) Given the product [C:25]([S:27][CH:15]1[CH2:14][N:13]([C:10]2[S:11][CH:12]=[C:8]([C:6](=[O:7])[N:5]([CH2:4][C:1](=[O:3])[NH2:2])[CH:22]([CH3:23])[CH3:24])[N:9]=2)[CH2:16]1)(=[O:28])[CH3:26], predict the reactants needed to synthesize it. The reactants are: [C:1]([CH2:4][N:5]([CH:22]([CH3:24])[CH3:23])[C:6]([C:8]1[N:9]=[C:10]([N:13]2[CH2:16][CH:15](OS(C)(=O)=O)[CH2:14]2)[S:11][CH:12]=1)=[O:7])(=[O:3])[NH2:2].[C:25]([O-:28])(=[S:27])[CH3:26].[K+]. (3) Given the product [Cl:1][C:2]1[CH:3]=[C:4]2[C:8](=[C:9]([NH:11][CH:12]3[CH2:17][CH2:16][O:15][CH2:14][CH2:13]3)[CH:10]=1)[NH:7][C:6]([C:18]1[S:19][CH2:20][C@@H:21]([CH2:23][CH2:24][N:25]3[CH2:30][CH2:29][N:28]([C:48](=[O:47])[CH2:49][C:50]([F:53])([F:52])[F:51])[CH2:27][CH2:26]3)[N:22]=1)=[CH:5]2, predict the reactants needed to synthesize it. The reactants are: [Cl:1][C:2]1[CH:3]=[C:4]2[C:8](=[C:9]([NH:11][CH:12]3[CH2:17][CH2:16][O:15][CH2:14][CH2:13]3)[CH:10]=1)[NH:7][C:6]([C:18]1[S:19][CH2:20][C@@H:21]([CH2:23][CH2:24][N:25]3[CH2:30][CH2:29][NH:28][CH2:27][CH2:26]3)[N:22]=1)=[CH:5]2.C(N(C(C)C)CC)(C)C.O=C1CCC(=O)N1[O:47][C:48](=O)[CH2:49][C:50]([F:53])([F:52])[F:51].O. (4) Given the product [CH3:44][O:43][C:39]1[CH:38]=[C:37]([NH:36][C:25]2[C:24]3[C:29](=[C:30]([CH3:32])[CH:31]=[C:22]([S:19]([C:15]4[CH:16]=[CH:17][CH:18]=[C:13]([C:11]([N:10]5[CH2:47][CH2:46][NH:45][CH2:8][CH2:9]5)=[O:12])[CH:14]=4)(=[O:21])=[O:20])[CH:23]=3)[N:28]=[CH:27][C:26]=2[C:33]([NH2:35])=[O:34])[CH:42]=[CH:41][CH:40]=1, predict the reactants needed to synthesize it. The reactants are: OCCCCCC[CH2:8][CH2:9][NH:10][C:11]([C:13]1[CH:14]=[C:15]([S:19]([C:22]2[CH:23]=[C:24]3[C:29](=[C:30]([CH3:32])[CH:31]=2)[N:28]=[CH:27][C:26]([C:33]([NH2:35])=[O:34])=[C:25]3[NH:36][C:37]2[CH:42]=[CH:41][CH:40]=[C:39]([O:43][CH3:44])[CH:38]=2)(=[O:21])=[O:20])[CH:16]=[CH:17][CH:18]=1)=[O:12].[NH:45]1CCN[CH2:47][CH2:46]1. (5) Given the product [C:28]([NH:1][C:2]1[CH:3]=[C:4]([CH:23]=[C:24]([Cl:27])[C:25]=1[F:26])[C:5]([NH:7][CH2:8][C:9]1[CH:14]=[CH:13][C:12]([C:15]#[N:16])=[CH:11][C:10]=1[O:17][CH2:18][C:19](=[O:22])[NH:20][CH3:21])=[O:6])(=[O:30])[CH3:29], predict the reactants needed to synthesize it. The reactants are: [NH2:1][C:2]1[CH:3]=[C:4]([CH:23]=[C:24]([Cl:27])[C:25]=1[F:26])[C:5]([NH:7][CH2:8][C:9]1[CH:14]=[CH:13][C:12]([C:15]#[N:16])=[CH:11][C:10]=1[O:17][CH2:18][C:19](=[O:22])[NH:20][CH3:21])=[O:6].[C:28](OC(=O)C)(=[O:30])[CH3:29].C(N(CC)CC)C.C(Cl)(=O)C. (6) Given the product [F:6][C:7]1[CH:20]=[CH:19][C:10]([C:11]([NH:13][CH:14]([CH:15]=[CH2:16])[C:17]([OH:34])=[O:18])=[O:12])=[C:9]([C:21]([F:22])([F:23])[F:24])[CH:8]=1, predict the reactants needed to synthesize it. The reactants are: I(O)(=O)(=O)=O.[F:6][C:7]1[CH:20]=[CH:19][C:10]([C:11]([NH:13][CH:14]([CH2:17][OH:18])[CH:15]=[CH2:16])=[O:12])=[C:9]([C:21]([F:24])([F:23])[F:22])[CH:8]=1.C1(C)C=CC=CC=1.C(OCC)(=[O:34])C. (7) Given the product [Si:64]([O:71][CH2:72][CH2:73][N:74]([CH:75]1[CH2:76][CH2:77]1)[C:28]([C:10]1[C:9]([O:8][CH2:1][C:2]2[CH:3]=[CH:4][CH:5]=[CH:6][CH:7]=2)=[C:14]([OH:15])[N:13]=[C:12]([CH2:16][C:17]2([C:22]3[CH:27]=[CH:26][CH:25]=[CH:24][N:23]=3)[CH2:21][CH2:20][CH2:19][CH2:18]2)[N:11]=1)=[O:29])([C:67]([CH3:70])([CH3:69])[CH3:68])([CH3:66])[CH3:65], predict the reactants needed to synthesize it. The reactants are: [CH2:1]([O:8][C:9]1[C:10]([C:28](O)=[O:29])=[N:11][C:12]([CH2:16][C:17]2([C:22]3[CH:27]=[CH:26][CH:25]=[CH:24][N:23]=3)[CH2:21][CH2:20][CH2:19][CH2:18]2)=[N:13][C:14]=1[OH:15])[C:2]1[CH:7]=[CH:6][CH:5]=[CH:4][CH:3]=1.C(N(CC)C(C)C)(C)C.CN(C(ON1N=NC2C=CC=NC1=2)=[N+](C)C)C.F[P-](F)(F)(F)(F)F.[Si:64]([O:71][CH2:72][CH2:73][NH:74][CH:75]1[CH2:77][CH2:76]1)([C:67]([CH3:70])([CH3:69])[CH3:68])([CH3:66])[CH3:65].